This data is from NCI-60 drug combinations with 297,098 pairs across 59 cell lines. The task is: Regression. Given two drug SMILES strings and cell line genomic features, predict the synergy score measuring deviation from expected non-interaction effect. (1) Drug 1: CC1=C(C(CCC1)(C)C)C=CC(=CC=CC(=CC(=O)O)C)C. Drug 2: CC=C1C(=O)NC(C(=O)OC2CC(=O)NC(C(=O)NC(CSSCCC=C2)C(=O)N1)C(C)C)C(C)C. Cell line: BT-549. Synergy scores: CSS=21.1, Synergy_ZIP=1.39, Synergy_Bliss=1.89, Synergy_Loewe=-23.2, Synergy_HSA=1.94. (2) Drug 1: C1=CC(=CC=C1CCCC(=O)O)N(CCCl)CCCl. Drug 2: CCCS(=O)(=O)NC1=C(C(=C(C=C1)F)C(=O)C2=CNC3=C2C=C(C=N3)C4=CC=C(C=C4)Cl)F. Cell line: SF-295. Synergy scores: CSS=30.4, Synergy_ZIP=2.35, Synergy_Bliss=7.74, Synergy_Loewe=6.06, Synergy_HSA=7.96. (3) Drug 1: C1=NNC2=C1C(=O)NC=N2. Drug 2: C(CN)CNCCSP(=O)(O)O. Cell line: SF-539. Synergy scores: CSS=-1.48, Synergy_ZIP=-1.02, Synergy_Bliss=-2.15, Synergy_Loewe=-5.55, Synergy_HSA=-5.27. (4) Drug 1: CC1=C(C=C(C=C1)NC2=NC=CC(=N2)N(C)C3=CC4=NN(C(=C4C=C3)C)C)S(=O)(=O)N.Cl. Drug 2: C1CC(=O)NC(=O)C1N2C(=O)C3=CC=CC=C3C2=O. Cell line: TK-10. Synergy scores: CSS=8.04, Synergy_ZIP=2.12, Synergy_Bliss=6.61, Synergy_Loewe=6.78, Synergy_HSA=6.42.